Dataset: Catalyst prediction with 721,799 reactions and 888 catalyst types from USPTO. Task: Predict which catalyst facilitates the given reaction. (1) Reactant: [Br:1][CH2:2][C:3]1[CH:8]=[CH:7][CH:6]=[CH:5][C:4]=1[CH2:9]Br.[C:11]1([N:16]2[CH2:20][CH2:19][CH2:18][CH2:17]2)[CH2:15][CH2:14][CH2:13][CH:12]=1.CCN(C(C)C)C(C)C. Product: [Br-:1].[CH:12]12[C:11](=[N+:16]3[CH2:20][CH2:19][CH2:18][CH2:17]3)[CH:15]([CH2:14][CH2:13]1)[CH2:9][C:4]1[CH:5]=[CH:6][CH:7]=[CH:8][C:3]=1[CH2:2]2. The catalyst class is: 23. (2) Product: [O:2]=[C:3]1[CH:8]=[C:7]([CH2:9][C:10]2[C:11](=[O:17])[NH:12][C:13](=[S:16])[NH:14][CH:15]=2)[CH:6]=[CH:5][NH:4]1. Reactant: C[O:2][C:3]1[CH:8]=[C:7]([CH2:9][C:10]2[C:11](=[O:17])[NH:12][C:13](=[S:16])[NH:14][CH:15]=2)[CH:6]=[CH:5][N:4]=1.Cl. The catalyst class is: 15. (3) Product: [CH3:6][O:7][C:8]1[CH:13]=[CH:12][C:11]([N+:1]([O-:4])=[O:2])=[CH:10][C:9]=1[N:14]1[CH2:19][CH2:18][NH:17][CH2:16][CH2:15]1. Reactant: [N+:1]([O-:4])([O-])=[O:2].[K+].[CH3:6][O:7][C:8]1[CH:13]=[CH:12][CH:11]=[CH:10][C:9]=1[N:14]1[CH2:19][CH2:18][NH:17][CH2:16][CH2:15]1.[OH-].[Na+]. The catalyst class is: 65. (4) Reactant: Cl[CH2:2][C:3]([NH:5][C:6]1[S:7][C:8]2[CH:14]=[C:13]([O:15][C:16]3[CH:17]=[CH:18][C:19]([CH3:36])=[C:20]([NH:22][C:23](=[O:35])[C:24]4[CH:29]=[CH:28][CH:27]=[C:26]([C:30]5([C:33]#[N:34])[CH2:32][CH2:31]5)[CH:25]=4)[CH:21]=3)[CH:12]=[CH:11][C:9]=2[N:10]=1)=[O:4].C(N(CC)CC)C.[CH3:44][N:45]1[CH2:50][CH2:49][NH:48][CH2:47][CH2:46]1. Product: [C:33]([C:30]1([C:26]2[CH:25]=[C:24]([CH:29]=[CH:28][CH:27]=2)[C:23]([NH:22][C:20]2[CH:21]=[C:16]([O:15][C:13]3[CH:12]=[CH:11][C:9]4[N:10]=[C:6]([NH:5][C:3](=[O:4])[CH2:2][N:48]5[CH2:49][CH2:50][N:45]([CH3:44])[CH2:46][CH2:47]5)[S:7][C:8]=4[CH:14]=3)[CH:17]=[CH:18][C:19]=2[CH3:36])=[O:35])[CH2:32][CH2:31]1)#[N:34]. The catalyst class is: 54. (5) Reactant: [CH3:1][C:2]1[CH:3]=[C:4]([CH2:11][CH:12]=O)[CH:5]=[C:6]2[C:10]=1[NH:9][N:8]=[CH:7]2.[C:14]([O:18][C:19]([CH:21]=P(C1C=CC=CC=1)(C1C=CC=CC=1)C1C=CC=CC=1)=[O:20])([CH3:17])([CH3:16])[CH3:15]. Product: [C:14]([O:18][C:19](=[O:20])[CH:21]=[CH:12][CH2:11][C:4]1[CH:5]=[C:6]2[C:10](=[C:2]([CH3:1])[CH:3]=1)[NH:9][N:8]=[CH:7]2)([CH3:17])([CH3:16])[CH3:15]. The catalyst class is: 7. (6) Reactant: [F:1][C:2]1[CH:3]=[C:4]([C:8]2[CH:9]=[CH:10][C:11](/[CH:14]=[CH:15]/[CH:16]=O)=[N:12][CH:13]=2)[CH:5]=[CH:6][CH:7]=1.[NH2:18][C:19]1[NH:23][N:22]=[CH:21][CH:20]=1.[CH2:24]1[CH:26]([CH2:27][C:28]([NH2:30])=[O:29])[CH2:25]1.[CH3:31][C:32]1([CH3:40])[CH2:39][C:37](=O)[CH2:36][C:34](=[O:35])[CH2:33]1. Product: [F:1][C:2]1[CH:3]=[C:4]([C:8]2[CH:9]=[CH:10][C:11](/[CH:14]=[CH:15]/[CH:16]3[C:36]4[C:34](=[O:35])[CH2:33][C:32]([CH3:40])([CH3:31])[CH2:39][C:37]=4[NH:18][C:19]4[NH:23][N:22]=[CH:21][C:20]3=4)=[N:12][CH:13]=2)[CH:5]=[CH:6][CH:7]=1.[CH2:25]1[CH:26]([CH2:27][C:28]([NH2:30])=[O:29])[CH2:24]1. The catalyst class is: 8.